Dataset: Reaction yield outcomes from USPTO patents with 853,638 reactions. Task: Predict the reaction yield, written as a fraction of the theoretical maximum amount of product (1.0 means a 100% yield; for example, 0.34 means a 34% yield). (1) The reactants are Cl[C:2]1[N:7]=[C:6]([N:8]2[CH2:13][CH2:12][O:11][CH2:10][CH2:9]2)[N:5]=[C:4]([N:14]2[C:18]3[CH:19]=[CH:20][CH:21]=[C:22]([O:23][CH3:24])[C:17]=3[N:16]=[C:15]2[CH:25]([F:27])[F:26])[N:3]=1.CC1(C)C(C)(C)OB([C:36]2[CH2:37][CH2:38][CH2:39][N:40]([C:42]([O:44][C:45]([CH3:48])([CH3:47])[CH3:46])=[O:43])[CH:41]=2)O1.C([O-])([O-])=O.[Na+].[Na+]. The catalyst is O1CCOCC1.C1C=CC(P(C2C=CC=CC=2)[C-]2C=CC=C2)=CC=1.C1C=CC(P(C2C=CC=CC=2)[C-]2C=CC=C2)=CC=1.Cl[Pd]Cl.[Fe+2]. The product is [F:26][CH:25]([F:27])[C:15]1[N:14]([C:4]2[N:5]=[C:6]([N:8]3[CH2:13][CH2:12][O:11][CH2:10][CH2:9]3)[N:7]=[C:2]([C:38]3[CH2:37][CH2:36][CH2:41][N:40]([C:42]([O:44][C:45]([CH3:48])([CH3:47])[CH3:46])=[O:43])[CH:39]=3)[N:3]=2)[C:18]2[CH:19]=[CH:20][CH:21]=[C:22]([O:23][CH3:24])[C:17]=2[N:16]=1. The yield is 0.500. (2) The reactants are [CH2:1]([O:5][C:6]1[C:15]2[C:10](=[CH:11][C:12]([Cl:17])=[C:13]([Cl:16])[CH:14]=2)[C:9](=[O:18])[N:8]([CH2:19][CH2:20]C(O)=O)[C:7]=1[CH2:24][N:25]1[C:33](=[O:34])[C:32]2[C:27](=[CH:28][CH:29]=[CH:30][CH:31]=2)[C:26]1=[O:35])[CH2:2][CH2:3][CH3:4].C1(P(N=[N+]=[N-])(C2C=CC=CC=2)=O)C=CC=CC=1.C([N:55]([CH2:58]C)CC)C.[OH2:60].CN(C)[CH:63]=[O:64]. No catalyst specified. The product is [CH2:1]([O:5][C:6]1[C:15]2[C:10](=[CH:11][C:12]([Cl:17])=[C:13]([Cl:16])[CH:14]=2)[C:9](=[O:18])[N:8]([CH2:19][CH2:20][NH:55][C:58](=[O:60])[O:64][CH3:63])[C:7]=1[CH2:24][N:25]1[C:26](=[O:35])[C:27]2[C:32](=[CH:31][CH:30]=[CH:29][CH:28]=2)[C:33]1=[O:34])[CH2:2][CH2:3][CH3:4]. The yield is 0.366. (3) The reactants are C[O:2][C:3]([C@@H:5]1[CH2:10][CH2:9][CH2:8][CH2:7][N:6]1[C:11]1[C:20]([N+:21]([O-])=O)=[CH:19][C:14]([C:15]([O:17][CH3:18])=[O:16])=[CH:13][N:12]=1)=O.P(OC1C=CC=CC=1)(OC1C=CC=CC=1)OC1C=CC=CC=1.[H][H]. The catalyst is ClCCl.N.O[V](=O)=O.[Pt]. The product is [O:2]=[C:3]1[NH:21][C:20]2[CH:19]=[C:14]([C:15]([O:17][CH3:18])=[O:16])[CH:13]=[N:12][C:11]=2[N:6]2[CH2:7][CH2:8][CH2:9][CH2:10][C@@H:5]12. The yield is 0.890. (4) The reactants are [C:1]([C:5]1[CH:10]=[C:9]([Br:11])[C:8]([N+:12]([O-])=O)=[CH:7][C:6]=1[OH:15])([CH3:4])([CH3:3])[CH3:2]. The catalyst is CO.[Ni]. The product is [C:1]([C:5]1[CH:10]=[C:9]([Br:11])[C:8]([NH2:12])=[CH:7][C:6]=1[OH:15])([CH3:4])([CH3:2])[CH3:3]. The yield is 0.700. (5) The reactants are [CH:1]1([C@H:7]([NH:12][C:13]([C:15]2[CH:19]=[C:18]([C:20]3[CH:25]=[CH:24][C:23]([O:26][C:27]([F:30])([F:29])[F:28])=[CH:22][CH:21]=3)[S:17][C:16]=2[NH:31][C:32]([NH:34][C:35]2[C:40]([Cl:41])=[CH:39][C:38]([O:42][C:43]([F:46])([F:45])[F:44])=[CH:37][C:36]=2[Cl:47])=[O:33])=[O:14])[C:8]([O:10]C)=[O:9])[CH2:6][CH2:5][CH2:4][CH2:3][CH2:2]1.[OH-].[Li+]. The catalyst is C1COCC1. The product is [CH:1]1([C@H:7]([NH:12][C:13]([C:15]2[CH:19]=[C:18]([C:20]3[CH:25]=[CH:24][C:23]([O:26][C:27]([F:28])([F:29])[F:30])=[CH:22][CH:21]=3)[S:17][C:16]=2[NH:31][C:32]([NH:34][C:35]2[C:40]([Cl:41])=[CH:39][C:38]([O:42][C:43]([F:46])([F:45])[F:44])=[CH:37][C:36]=2[Cl:47])=[O:33])=[O:14])[C:8]([OH:10])=[O:9])[CH2:2][CH2:3][CH2:4][CH2:5][CH2:6]1. The yield is 0.730. (6) The reactants are [CH:1]1([N:4]2[CH2:9][C:8]3([CH2:14][CH2:13][N:12]([S:15]([C:18]4[CH:23]=[CH:22][C:21](B5OC(C)(C)C(C)(C)O5)=[CH:20][CH:19]=4)(=[O:17])=[O:16])[CH2:11][CH2:10]3)[O:7][CH2:6][C:5]2=[O:33])[CH2:3][CH2:2]1.Br[C:35]1[CH:44]=[C:43]2[C:38]([CH:39]=[C:40]([C:45]([O:47][CH2:48][CH3:49])=[O:46])[CH:41]=[N:42]2)=[CH:37][CH:36]=1.C(=O)([O-])[O-].[K+].[K+]. The catalyst is C(O)C.O.C(OCC)(=O)C.C1(P([Pd-2](P(C2C=CC=CC=2)(C2C=CC=CC=2)C2C=CC=CC=2)(Cl)Cl)(C2C=CC=CC=2)C2C=CC=CC=2)C=CC=CC=1. The product is [CH:1]1([N:4]2[CH2:9][C:8]3([CH2:10][CH2:11][N:12]([S:15]([C:18]4[CH:23]=[CH:22][C:21]([C:35]5[CH:44]=[C:43]6[C:38]([CH:39]=[C:40]([C:45]([O:47][CH2:48][CH3:49])=[O:46])[CH:41]=[N:42]6)=[CH:37][CH:36]=5)=[CH:20][CH:19]=4)(=[O:16])=[O:17])[CH2:13][CH2:14]3)[O:7][CH2:6][C:5]2=[O:33])[CH2:2][CH2:3]1. The yield is 0.230. (7) The reactants are N[CH2:2][CH2:3][CH2:4][C:5]1([C:22]2[CH:27]=[CH:26][CH:25]=[CH:24][CH:23]=2)[N:9]([C:10](=[O:14])[CH:11]([CH3:13])[CH3:12])[N:8]=[C:7]([C:15]2[CH:20]=[CH:19][CH:18]=[C:17]([F:21])[CH:16]=2)[S:6]1.[CH2:28]=O.[C:30]([BH3-])#[N:31].[Na+]. The catalyst is CO.[Na+].[Cl-]. The product is [CH3:28][N:31]([CH3:30])[CH2:2][CH2:3][CH2:4][C:5]1([C:22]2[CH:27]=[CH:26][CH:25]=[CH:24][CH:23]=2)[N:9]([C:10](=[O:14])[CH:11]([CH3:13])[CH3:12])[N:8]=[C:7]([C:15]2[CH:20]=[CH:19][CH:18]=[C:17]([F:21])[CH:16]=2)[S:6]1. The yield is 0.300.